Dataset: Peptide-MHC class II binding affinity with 134,281 pairs from IEDB. Task: Regression. Given a peptide amino acid sequence and an MHC pseudo amino acid sequence, predict their binding affinity value. This is MHC class II binding data. (1) The peptide sequence is GELQIVEKIDAAFKI. The MHC is DRB1_1501 with pseudo-sequence DRB1_1501. The binding affinity (normalized) is 0.602. (2) The peptide sequence is AFKVLATAANAAPAN. The MHC is DRB1_0802 with pseudo-sequence DRB1_0802. The binding affinity (normalized) is 0.840. (3) The peptide sequence is KRVVASLMRGLSSRK. The MHC is HLA-DQA10201-DQB10301 with pseudo-sequence HLA-DQA10201-DQB10301. The binding affinity (normalized) is 0. (4) The MHC is DRB1_0401 with pseudo-sequence DRB1_0401. The binding affinity (normalized) is 0.281. The peptide sequence is AFKVAMTAANAAPAN. (5) The peptide sequence is QYLIKHKSNNVITCG. The MHC is HLA-DQA10501-DQB10201 with pseudo-sequence HLA-DQA10501-DQB10201. The binding affinity (normalized) is 0.125. (6) The peptide sequence is YDHFLANVSTVLTGK. The MHC is DRB1_1101 with pseudo-sequence DRB1_1101. The binding affinity (normalized) is 0.598. (7) The peptide sequence is LTKLAAAWGGSGSEA. The MHC is DRB5_0101 with pseudo-sequence DRB5_0101. The binding affinity (normalized) is 0.182.